From a dataset of Full USPTO retrosynthesis dataset with 1.9M reactions from patents (1976-2016). Predict the reactants needed to synthesize the given product. (1) Given the product [C:20]([C:17]1[S:16][C:15]([C:12]2[N:13]=[N:14][C:9]([N:8]([CH2:25][C:26]3([C:30]4[C:35]([F:36])=[CH:34][CH:33]=[CH:32][N:31]=4)[CH2:27][CH2:28][CH2:29]3)[C:6](=[O:7])[O:5][C:1]([CH3:2])([CH3:4])[CH3:3])=[CH:10][CH:11]=2)=[N:19][CH:18]=1)(=[O:22])[NH2:37], predict the reactants needed to synthesize it. The reactants are: [C:1]([O:5][C:6]([N:8]([CH2:25][C:26]1([C:30]2[C:35]([F:36])=[CH:34][CH:33]=[CH:32][N:31]=2)[CH2:29][CH2:28][CH2:27]1)[C:9]1[N:14]=[N:13][C:12]([C:15]2[S:16][C:17]([C:20]([O:22]CC)=O)=[CH:18][N:19]=2)=[CH:11][CH:10]=1)=[O:7])([CH3:4])([CH3:3])[CH3:2].[NH3:37]. (2) Given the product [F:1][C:2]1[C:7]([F:8])=[CH:6][CH:5]=[CH:4][C:3]=1[C:9]1[N:17]=[C:12]2[CH:13]=[N:14][N:15]([CH2:19][C:20]3[CH:25]=[N:24][C:23]([C:26]4[CH:31]=[CH:30][C:29]([C:32]5[CH:37]=[CH:36][N:35]=[CH:34][CH:33]=5)=[CH:28][C:27]=4[C:38]([F:41])([F:39])[F:40])=[CH:22][CH:21]=3)[CH:16]=[C:11]2[N:10]=1, predict the reactants needed to synthesize it. The reactants are: [F:1][C:2]1[C:7]([F:8])=[CH:6][CH:5]=[CH:4][C:3]=1[C:9]1[N:17]=[C:12]2[CH:13]=[N:14][NH:15][CH:16]=[C:11]2[N:10]=1.Br[CH2:19][C:20]1[CH:21]=[CH:22][C:23]([C:26]2[CH:31]=[CH:30][C:29]([C:32]3[CH:37]=[CH:36][N:35]=[CH:34][CH:33]=3)=[CH:28][C:27]=2[C:38]([F:41])([F:40])[F:39])=[N:24][CH:25]=1. (3) Given the product [NH2:29][C:27]1[CH:26]=[C:25]([C:32]([C:35]2[S:39][C:38]([C:40]#[N:41])=[CH:37][CH:36]=2)([CH3:33])[CH3:34])[CH:24]=[C:23]([Cl:22])[CH:28]=1, predict the reactants needed to synthesize it. The reactants are: BrC1C=C(C=C(C(C2C=CC=C(OC(F)F)C=2)(C)C)C=1)N.[Cl:22][C:23]1[CH:24]=[C:25]([C:32]([C:35]2[S:39][C:38]([C:40]#[N:41])=[CH:37][CH:36]=2)([CH3:34])[CH3:33])[CH:26]=[C:27]([N+:29]([O-])=O)[CH:28]=1. (4) The reactants are: [O:1]=[S:2]1[C:8]2[CH:9]=[CH:10][CH:11]=[CH:12][C:7]=2[CH2:6][N:5]([C:13]2[N:18]=[C:17]([NH:19][C@H:20]3[C@H:24]([F:25])[CH2:23][N:22](C(OCC4C=CC=CC=4)=O)[CH2:21]3)[C:16]3[S:36][C:37]([CH3:39])=[CH:38][C:15]=3[N:14]=2)[CH2:4][CH2:3]1.[OH-].[K+]. Given the product [F:25][C@@H:24]1[CH2:23][NH:22][CH2:21][C@H:20]1[NH:19][C:17]1[C:16]2[S:36][C:37]([CH3:39])=[CH:38][C:15]=2[N:14]=[C:13]([N:5]2[CH2:6][C:7]3[CH:12]=[CH:11][CH:10]=[CH:9][C:8]=3[S:2](=[O:1])[CH2:3][CH2:4]2)[N:18]=1, predict the reactants needed to synthesize it. (5) The reactants are: [F:1][C:2]1[CH:3]=[C:4]([C:33]([O:35][C:36]([CH3:39])([CH3:38])[CH3:37])=[O:34])[C:5]2[C:6](=O)[CH:7]([C:26]3[N:30]([CH3:31])[N:29]=[CH:28][N:27]=3)[CH:8]([C:19]3[CH:24]=[CH:23][C:22]([F:25])=[CH:21][CH:20]=3)[N:9]([C:12]([O:14][C:15]([CH3:18])([CH3:17])[CH3:16])=[O:13])[C:10]=2[CH:11]=1.[C:40]([O:43][CH2:44][CH2:45]P(=O)(OCC)OCC)(=[O:42])[CH3:41].[H-].[Na+].O. Given the product [C:40]([O:43][CH2:44]/[CH:45]=[C:6]1\[CH:7]([C:26]2[N:30]([CH3:31])[N:29]=[CH:28][N:27]=2)[CH:8]([C:19]2[CH:20]=[CH:21][C:22]([F:25])=[CH:23][CH:24]=2)[N:9]([C:12]([O:14][C:15]([CH3:16])([CH3:18])[CH3:17])=[O:13])[C:10]2[CH:11]=[C:2]([F:1])[CH:3]=[C:4]([C:33]([O:35][C:36]([CH3:37])([CH3:39])[CH3:38])=[O:34])[C:5]\1=2)(=[O:42])[CH3:41], predict the reactants needed to synthesize it. (6) Given the product [Cl:1][C:2]1[CH:7]=[CH:6][C:5]([C:8]2[CH:9]=[CH:10][C:11]([CH2:19][CH3:20])=[C:12]([C:14](=[O:18])[C:15]([Cl:23])=[O:16])[CH:13]=2)=[CH:4][CH:3]=1, predict the reactants needed to synthesize it. The reactants are: [Cl:1][C:2]1[CH:7]=[CH:6][C:5]([C:8]2[CH:9]=[CH:10][C:11]([CH2:19][CH3:20])=[C:12]([C:14](=[O:18])[C:15](O)=[O:16])[CH:13]=2)=[CH:4][CH:3]=1.S(Cl)([Cl:23])=O. (7) Given the product [N+:1]([C:4]1[CH:12]=[CH:11][CH:10]=[C:9]2[C:5]=1[CH:6]=[CH:7][N:8]2[CH2:20][C:21]([O:23][CH3:24])=[O:22])([O-:3])=[O:2], predict the reactants needed to synthesize it. The reactants are: [N+:1]([C:4]1[CH:12]=[CH:11][CH:10]=[C:9]2[C:5]=1[CH:6]=[CH:7][NH:8]2)([O-:3])=[O:2].C([O-])([O-])=O.[K+].[K+].Br[CH2:20][C:21]([O:23][CH3:24])=[O:22]. (8) Given the product [Cl:11][CH2:12][C:13]1[N:1]=[C:2]2[S:3][CH:4]=[C:5]([C:7]([F:10])([F:9])[F:8])[N:6]2[C:15](=[O:16])[CH:14]=1, predict the reactants needed to synthesize it. The reactants are: [NH2:1][C:2]1[S:3][CH:4]=[C:5]([C:7]([F:10])([F:9])[F:8])[N:6]=1.[Cl:11][CH2:12][C:13](=O)[CH2:14][C:15](OCC)=[O:16].